Predict the reaction yield, written as a fraction of the theoretical maximum amount of product (1.0 means a 100% yield; for example, 0.34 means a 34% yield). From a dataset of Reaction yield outcomes from USPTO patents with 853,638 reactions. The reactants are [O:1]1[CH2:5][CH2:4][CH2:3][CH:2]1[CH2:6][CH2:7][C:8]1[CH:13]=[CH:12][C:11]([CH2:14][OH:15])=[CH:10][CH:9]=1. The catalyst is [O-2].[O-2].[Mn+4].C(OCC)(=O)C. The product is [O:1]1[CH2:5][CH2:4][CH2:3][CH:2]1[CH2:6][CH2:7][C:8]1[CH:9]=[CH:10][C:11]([CH:14]=[O:15])=[CH:12][CH:13]=1. The yield is 0.950.